This data is from Forward reaction prediction with 1.9M reactions from USPTO patents (1976-2016). The task is: Predict the product of the given reaction. (1) Given the reactants O.O.[Sn](Cl)Cl.[N+:6]([C:9]1[CH:10]=[C:11]([C:18]([F:21])([F:20])[F:19])[C:12]([CH2:15][C:16]#[N:17])=[N:13][CH:14]=1)([O-])=O, predict the reaction product. The product is: [NH2:6][C:9]1[CH:10]=[C:11]([C:18]([F:21])([F:19])[F:20])[C:12]([CH2:15][C:16]#[N:17])=[N:13][CH:14]=1. (2) Given the reactants [NH2:1][CH2:2][CH2:3][CH2:4][N:5]1[CH2:10][CH2:9][O:8][CH2:7][CH2:6]1.[O:11]1[C:21]2[C:16](=[CH:17][CH:18]=[CH:19][CH:20]=2)[CH2:15][CH2:14][C:12]1=[O:13], predict the reaction product. The product is: [OH:11][C:21]1[CH:20]=[CH:19][CH:18]=[CH:17][C:16]=1[CH2:15][CH2:14][C:12]([NH:1][CH2:2][CH2:3][CH2:4][N:5]1[CH2:10][CH2:9][O:8][CH2:7][CH2:6]1)=[O:13].